Dataset: Full USPTO retrosynthesis dataset with 1.9M reactions from patents (1976-2016). Task: Predict the reactants needed to synthesize the given product. (1) Given the product [CH:1]1([N:4]2[C:13]3[N:12]=[C:11]4[C:14]([F:20])=[C:15]([N:37]5[CH2:38][CH2:39][N:34]([CH2:28][C:29]6[O:33][CH:32]=[CH:31][CH:30]=6)[CH2:35][CH2:36]5)[C:16]([F:18])=[CH:17][C:10]4=[CH:9][C:8]=3[C:7](=[O:21])[C:6]([C:22]([O:24][CH2:25][CH3:26])=[O:23])=[CH:5]2)[CH2:2][CH2:3]1, predict the reactants needed to synthesize it. The reactants are: [CH:1]1([N:4]2[C:13]3[N:12]=[C:11]4[C:14]([F:20])=[C:15](F)[C:16]([F:18])=[CH:17][C:10]4=[CH:9][C:8]=3[C:7](=[O:21])[C:6]([C:22]([O:24][CH2:25][CH3:26])=[O:23])=[CH:5]2)[CH2:3][CH2:2]1.Cl.[CH2:28]([N:34]1[CH2:39][CH2:38][NH:37][CH2:36][CH2:35]1)[C:29]1[O:33][CH:32]=[CH:31][CH:30]=1. (2) Given the product [CH3:20][O:19][CH2:18][O:17][C:12]1[C:13]([CH:34]=[O:35])=[CH:14][CH:15]=[CH:16][C:11]=1[C:6]1[CH:7]=[CH:8][CH:9]=[C:10]([CH:29]=[O:30])[C:5]=1[O:4][CH2:3][O:2][CH3:1], predict the reactants needed to synthesize it. The reactants are: [CH3:1][O:2][CH2:3][O:4][C:5]1[CH:10]=[CH:9][CH:8]=[CH:7][C:6]=1[C:11]1[CH:16]=[CH:15][CH:14]=[CH:13][C:12]=1[O:17][CH2:18][O:19][CH3:20].[Li]CCCC.CN([CH:29]=[O:30])C.[NH4+].[Cl-].C[CH2:34][O:35]CC.